This data is from Reaction yield outcomes from USPTO patents with 853,638 reactions. The task is: Predict the reaction yield, written as a fraction of the theoretical maximum amount of product (1.0 means a 100% yield; for example, 0.34 means a 34% yield). The reactants are [CH3:1][C:2]([N+:21]([O-])=O)([CH3:20])[CH2:3][CH2:4][NH:5][C:6]1[N:11]=[C:10]([C:12]([O:14][CH2:15][CH3:16])=[O:13])[CH:9]=[CH:8][C:7]=1[N+:17]([O-])=O.[CH3:24]O.[H][H]. The catalyst is [Pd].C(OCC)(=O)C. The product is [NH2:21][C:2]([CH3:20])([CH3:1])[CH2:3][CH2:4][N:5]1[C:6]2=[N:11][C:10]([C:12]([O:14][CH2:15][CH3:16])=[O:13])=[CH:9][CH:8]=[C:7]2[N:17]=[CH:24]1. The yield is 0.690.